Dataset: Full USPTO retrosynthesis dataset with 1.9M reactions from patents (1976-2016). Task: Predict the reactants needed to synthesize the given product. (1) The reactants are: Br[C:2]1[C:3]([CH3:21])=[C:4]([N:8]2[CH2:12][C:11]3[CH:13]=[C:14]([C:16]([CH3:19])([CH3:18])[CH3:17])[S:15][C:10]=3[C:9]2=[O:20])[CH:5]=[CH:6][CH:7]=1.[B:22]1([B:22]2[O:26][C:25]([CH3:28])([CH3:27])[C:24]([CH3:30])([CH3:29])[O:23]2)[O:26][C:25]([CH3:28])([CH3:27])[C:24]([CH3:30])([CH3:29])[O:23]1.C([O-])(=O)C.[K+].O. Given the product [C:16]([C:14]1[S:15][C:10]2[C:9](=[O:20])[N:8]([C:4]3[CH:5]=[CH:6][CH:7]=[C:2]([B:22]4[O:26][C:25]([CH3:28])([CH3:27])[C:24]([CH3:30])([CH3:29])[O:23]4)[C:3]=3[CH3:21])[CH2:12][C:11]=2[CH:13]=1)([CH3:19])([CH3:18])[CH3:17], predict the reactants needed to synthesize it. (2) Given the product [CH3:1][C:2]1([CH3:13])[C:10]2[C:5](=[CH:6][C:7]([CH3:11])=[CH:8][CH:9]=2)[CH2:4][CH2:3]1, predict the reactants needed to synthesize it. The reactants are: [CH3:1][C:2]1([CH3:13])[C:10]2[C:5](=[CH:6][C:7]([CH3:11])=[CH:8][CH:9]=2)[C:4](=O)[CH2:3]1.FC(F)(F)C(O)=O.C([SiH](CC)CC)C.C(=O)(O)[O-].[Na+].